From a dataset of Full USPTO retrosynthesis dataset with 1.9M reactions from patents (1976-2016). Predict the reactants needed to synthesize the given product. Given the product [CH2:13]([NH:12][C:4]1[N:5]=[C:6]([NH:8][CH2:9][CH2:10][CH3:11])[N:7]=[C:2]([NH:19][O:18][CH3:17])[N:3]=1)[CH2:14][CH3:15], predict the reactants needed to synthesize it. The reactants are: Cl[C:2]1[N:7]=[C:6]([NH:8][CH2:9][CH2:10][CH3:11])[N:5]=[C:4]([NH:12][CH2:13][CH2:14][CH3:15])[N:3]=1.Cl.[CH3:17][O:18][NH2:19].[OH-].[Na+].